This data is from Experimentally validated miRNA-target interactions with 360,000+ pairs, plus equal number of negative samples. The task is: Binary Classification. Given a miRNA mature sequence and a target amino acid sequence, predict their likelihood of interaction. (1) The protein sequence of the target gene is MALVTLQRSPTPSAASSSASNSELEAGSEEDRKLNLSLSESFFMVKGAALFLQQGSSPQGQRSLQHPHKHAGDLPQHLQVMINLLRCEDRIKLAVRLESAWADRVRYMVVVYSSGRQDTEENILLGVDFSSKESKSCTIGMVLRLWSDTKIHLDGDGGFSVSTAGRMHIFKPVSVQAMWSALQVLHKACEVARRHNYFPGGVALIWATYYESCISSEQSCINEWNAMQDLESTRPDSPALFVDKPTEGERTERLIKAKLRSIMMSQDLENVTSKEIRNELEKQMNCNLKELKEFIDNEML.... Result: 0 (no interaction). The miRNA is hsa-miR-3167 with sequence AGGAUUUCAGAAAUACUGGUGU. (2) The miRNA is hsa-miR-2467-3p with sequence AGCAGAGGCAGAGAGGCUCAGG. The protein sequence of the target gene is MAAEADGPLKRLLVPILLPEKCYDQLFVQWDLLHVPCLKILLSKGLGLGIVAGSLLVKLPQVFKILGAKSAEGLSLQSVMLELVALTGTMVYSITNNFPFSSWGEALFLMLQTITICFLVMHYRGQTVKGVAFLACYGLVLLVLLSPLTPLTVVTLLQASNVPAVVVGRLLQAATNYHNGHTGQLSAITVFLLFGGSLARIFTSIQETGDPLMAGTFVVSSLCNGLIAAQLLFYWNAKPPHKQKKAQ. Result: 1 (interaction). (3) The miRNA is hsa-miR-122-5p with sequence UGGAGUGUGACAAUGGUGUUUG. The protein sequence of the target gene is MDPTAGSKKEPGGGAATEEGVNRIAVPKPPSIEEFSIVKPISRGAFGKVYLGQKGGKLYAVKVVKKADMINKNMTHQVQAERDALALSKSPFIVHLYYSLQSANNVYLVMEYLIGGDVKSLLHIYGYFDEEMAVKYISEVALALDYLHRHGIIHRDLKPDNMLISNEGHIKLTDFGLSKVTLNRDINMMDILTTPSMAKPRQDYSRTPGQVLSLISSLGFNTPIAEKNQDPANILSACLSETSQLSQGLVCPMSVDQKDTTPYSSKLLKSCLETVASNPGMPVKCLTSNLLQSRKRLATS.... Result: 1 (interaction). (4) The miRNA is hsa-miR-3689a-5p with sequence UGUGAUAUCAUGGUUCCUGGGA. The protein sequence of the target gene is MELNAGGVIAYISSSSSASSPASCHSEGSENSFQSSSSSVPSSPNSSNCDANGNPKNADISSIDGVLKSDRTDCPVKTGKTSAPGMTKSHSGMTKFSGMVLLCKVCGDVASGFHYGVHACEGCKGFFRRSIQQNIQYKKCLKNENCSIMRMNRNRCQQCRFKKCLSVGMSRDAVRFGRIPKREKQRMLIEMQSAMKTMMNTQFSGHLQNDTLAEQHDQSALPAQEQLRPKSQLEQENIKNTPSDFAKEEVIGMVTRAHKDTFLYNQEHRENSSESMPPQRGERIPRNMEQYNLNQDHRGS.... Result: 0 (no interaction). (5) The miRNA is mmu-miR-384-5p with sequence UGUAAACAAUUCCUAGGCAAUGU. Result: 0 (no interaction). The protein sequence of the target gene is MVFAPGEKPGNEPEEVKLQNASKQIVQNAILQAVQQVSQESQRREERISDNRDHIQLGVGELTKKHEKK. (6) The miRNA is rno-miR-99b-5p with sequence CACCCGUAGAACCGACCUUGCG. The protein sequence of the target gene is MSHAAEPARDGVEASAEGPRAVFVLLEERRPADSAQLLSLNSLLPESGIVADIELENVLDPDSFYELKSQPLPLRSSLPISLQATPATPATLSASSSAGGSRTPAMSSSSSSRVLLRQQLMRAQAQEQERRERREQAAAAPFPSPAPASPAISVVGVSAGGHTLSRPPPAQVPREVLKVQTHLENPTRYHLQQARRQQVKQYLSTTLGPKLASQALTPPPGPASAQPLPAPEAAHTTGPTGSAPNSPMALLTIGSSSEKEIDDVIDEIISLESSYNDEMLSYLPGGTTGLQLPSTLPVSG.... Result: 0 (no interaction). (7) The miRNA is hsa-miR-4636 with sequence AACUCGUGUUCAAAGCCUUUAG. The protein sequence of the target gene is MKSVISYALYQVQTGSLPVYSSVLTKSPLQLQTVIYRLIVQIQHLNIPSSSSTHSSPF. Result: 0 (no interaction).